This data is from HIV replication inhibition screening data with 41,000+ compounds from the AIDS Antiviral Screen. The task is: Binary Classification. Given a drug SMILES string, predict its activity (active/inactive) in a high-throughput screening assay against a specified biological target. The compound is N#CCC1(c2ccc(Cl)cc2)NC(=O)c2ccccc21. The result is 0 (inactive).